The task is: Predict the product of the given reaction.. This data is from Forward reaction prediction with 1.9M reactions from USPTO patents (1976-2016). Given the reactants [CH2:1]([NH:8][C:9]1[CH:14]=[C:13]([NH:15][C:16]2[CH:21]=[CH:20][C:19]([N:22]3[CH2:27][CH2:26][CH:25]([CH2:28][CH2:29][OH:30])[CH2:24][CH2:23]3)=[CH:18][CH:17]=2)[N:12]=[CH:11][C:10]=1[CH2:31][C:32]([NH2:34])=[O:33])[C:2]1[CH:7]=[CH:6][CH:5]=[CH:4][CH:3]=1.C(N(CC)CC)C.[CH3:42][S:43](Cl)(=[O:45])=[O:44].C(=O)(O)[O-].[Na+], predict the reaction product. The product is: [CH2:1]([NH:8][C:9]1[CH:14]=[C:13]([NH:15][C:16]2[CH:21]=[CH:20][C:19]([N:22]3[CH2:23][CH2:24][CH:25]([CH2:28][CH2:29][O:30][S:43]([CH3:42])(=[O:45])=[O:44])[CH2:26][CH2:27]3)=[CH:18][CH:17]=2)[N:12]=[CH:11][C:10]=1[CH2:31][C:32]([NH2:34])=[O:33])[C:2]1[CH:7]=[CH:6][CH:5]=[CH:4][CH:3]=1.